From a dataset of Peptide-MHC class I binding affinity with 185,985 pairs from IEDB/IMGT. Regression. Given a peptide amino acid sequence and an MHC pseudo amino acid sequence, predict their binding affinity value. This is MHC class I binding data. (1) The peptide sequence is HYDQKLGSY. The MHC is HLA-A30:02 with pseudo-sequence HLA-A30:02. The binding affinity (normalized) is 0.584. (2) The peptide sequence is SIITDAVSI. The MHC is H-2-Dd with pseudo-sequence H-2-Dd. The binding affinity (normalized) is 0. (3) The peptide sequence is WFLYVSQQI. The MHC is HLA-B18:01 with pseudo-sequence HLA-B18:01. The binding affinity (normalized) is 0.0847. (4) The MHC is HLA-A02:01 with pseudo-sequence HLA-A02:01. The peptide sequence is CVDNHLGAT. The binding affinity (normalized) is 0. (5) The peptide sequence is IIVNNQESNK. The MHC is HLA-A03:01 with pseudo-sequence HLA-A03:01. The binding affinity (normalized) is 0.350. (6) The peptide sequence is RSQSPRRRR. The MHC is HLA-A02:01 with pseudo-sequence HLA-A02:01. The binding affinity (normalized) is 0.